From a dataset of Forward reaction prediction with 1.9M reactions from USPTO patents (1976-2016). Predict the product of the given reaction. (1) The product is: [Cl:1][C:2]1[N:3]=[CH:4][C:5]2[N:11]([CH2:28][CH3:29])[C:10](=[O:12])[C:9]([F:14])([F:13])[CH2:8][N:7]([CH:15]3[CH2:19][CH2:18][CH2:17][CH2:16]3)[C:6]=2[N:20]=1. Given the reactants [Cl:1][C:2]1[N:3]=[CH:4][C:5]2[NH:11][C:10](=[O:12])[C:9]([F:14])([F:13])[CH2:8][N:7]([CH:15]3[CH2:19][CH2:18][CH2:17][CH2:16]3)[C:6]=2[N:20]=1.C(=O)([O-])[O-].[Cs+].[Cs+].I[CH2:28][CH3:29].O, predict the reaction product. (2) The product is: [CH2:1]([O:3][C:4]([N:6]1[CH2:22][CH2:21][C:10]2[C:11]3[C:12]([CH2:23][CH3:24])([OH:20])[CH2:13][CH2:14][O:15][C:16]=3[C:17]([I:19])=[CH:18][C:9]=2[CH2:8][CH2:7]1)=[O:5])[CH3:2]. Given the reactants [CH2:1]([O:3][C:4]([N:6]1[CH2:22][CH2:21][C:10]2[C:11]3[C:12](=[O:20])[CH2:13][CH2:14][O:15][C:16]=3[C:17]([I:19])=[CH:18][C:9]=2[CH2:8][CH2:7]1)=[O:5])[CH3:2].[CH2:23]([Mg]Br)[CH3:24], predict the reaction product. (3) Given the reactants [N:1]1([S:5]([NH2:8])(=[O:7])=[O:6])[CH2:4][CH2:3][CH2:2]1.[CH:9]1(P(C2CCCCC2)C2C=CC=CC=2C2C(C(C)C)=CC(C(C)C)=CC=2C(C)C)CCCCC1.C(=O)([O-])[O-].[Cs+].[Cs+].Cl[C:50]1[CH:55]=[C:54]([O:56][CH:57]2COC(C3C=CC=CC=3)O[CH2:58]2)[N:53]=[C:52]([S:69][CH2:70][C:71]2[CH:76]=[CH:75][CH:74]=[C:73]([F:77])[C:72]=2[F:78])[N:51]=1.[Cl-].[NH4+].[O:81]1[CH2:86][CH2:85][O:84][CH2:83][CH2:82]1, predict the reaction product. The product is: [F:78][C:72]1[C:73]([F:77])=[CH:74][CH:75]=[CH:76][C:71]=1[CH2:70][S:69][C:52]1[N:51]=[C:50]([NH:8][S:5]([N:1]2[CH2:4][CH2:3][CH2:2]2)(=[O:7])=[O:6])[CH:55]=[C:54]([O:56][C@@H:57]([C@@H:86]2[CH2:85][O:84][C:83]([CH3:82])([CH3:9])[O:81]2)[CH3:58])[N:53]=1. (4) The product is: [C:1]([O:5][C:6]([N:8]1[CH2:13][CH2:12][N:11]([C:14]2[CH:19]=[CH:18][C:17]([C:20](=[O:23])[NH2:21])=[CH:16][C:15]=2[F:22])[CH2:10][CH2:9]1)=[O:7])([CH3:4])([CH3:2])[CH3:3]. Given the reactants [C:1]([O:5][C:6]([N:8]1[CH2:13][CH2:12][N:11]([C:14]2[CH:19]=[CH:18][C:17]([C:20]#[N:21])=[CH:16][C:15]=2[F:22])[CH2:10][CH2:9]1)=[O:7])([CH3:4])([CH3:3])[CH3:2].[OH-:23].[K+], predict the reaction product. (5) The product is: [S:13]1[C:14]2[CH2:20][CH2:19][CH2:18][CH2:17][C:15]=2[N:16]=[C:12]1[C:10]1[C:4]([C:5]([O:7][CH2:8][CH3:9])=[O:6])=[CH:3][NH:2][N:23]=1. Given the reactants C[N:2](C)/[CH:3]=[C:4](/[C:10]([C:12]1[S:13][C:14]2[CH2:20][CH2:19][CH2:18][CH2:17][C:15]=2[N:16]=1)=O)\[C:5]([O:7][CH2:8][CH3:9])=[O:6].O.[NH2:23]N, predict the reaction product. (6) Given the reactants [F:1][C:2]1[CH:3]=[C:4]([C@H:9]([OH:16])[C@@H:10]([NH:12][C:13](=[O:15])[O-])[CH3:11])[CH:5]=[C:6]([F:8])[CH:7]=1.CO.[OH-].[K+], predict the reaction product. The product is: [F:8][C:6]1[CH:5]=[C:4]([C@@H:9]2[O:16][C:13](=[O:15])[NH:12][C@H:10]2[CH3:11])[CH:3]=[C:2]([F:1])[CH:7]=1. (7) Given the reactants [CH3:1][C:2]([CH3:15])=[CH:3][CH2:4][NH:5][C:6]1[N:14]=[CH:13][N:12]=[C:11]2[C:7]=1[NH:8][CH:9]=[N:10]2.[Br:16][CH2:17][CH2:18]Br.C([O-])([O-])=O.[K+].[K+].C(OCC)(=O)C, predict the reaction product. The product is: [CH3:1][C:2]([CH3:15])=[CH:3][CH2:4][NH:5][C:6]1[N:14]=[CH:13][N:12]=[C:11]2[C:7]=1[N:8]=[CH:9][N:10]2[CH2:18][CH2:17][Br:16].